This data is from Full USPTO retrosynthesis dataset with 1.9M reactions from patents (1976-2016). The task is: Predict the reactants needed to synthesize the given product. (1) Given the product [F:16][C:17]1[CH:22]=[C:21]([F:23])[CH:20]=[CH:19][C:18]=1[C:2]1[CH:11]=[C:6]([C:7]([O:9][CH3:10])=[O:8])[CH:5]=[C:4]([C:12]([OH:14])=[O:13])[CH:3]=1.[F:16][C:17]1[CH:22]=[C:21]([F:23])[CH:20]=[CH:19][C:18]=1[C:2]1[CH:3]=[C:4]([C:12]([OH:14])=[O:13])[CH:5]=[C:6]([C:7]([OH:9])=[O:8])[CH:11]=1, predict the reactants needed to synthesize it. The reactants are: Br[C:2]1[CH:3]=[C:4]([C:12]([O:14]C)=[O:13])[CH:5]=[C:6]([CH:11]=1)[C:7]([O:9][CH3:10])=[O:8].[F:16][C:17]1[CH:22]=[C:21]([F:23])[CH:20]=[CH:19][C:18]=1B(O)O.C([O-])([O-])=O.[Na+].[Na+]. (2) Given the product [NH2:43][C:44]1[N:45]=[CH:46][N:47]=[C:48]([NH:1][CH:4]([C:6]2[C:15]([O:16][CH3:17])=[C:14]([C:18]([O:20][CH3:21])=[O:19])[C:13]3[C:8](=[CH:9][CH:10]=[C:11]([F:22])[CH:12]=3)[N:7]=2)[CH3:5])[C:49]=1[C:50]#[N:51], predict the reactants needed to synthesize it. The reactants are: [N:1]([CH:4]([C:6]1[C:15]([O:16][CH3:17])=[C:14]([C:18]([O:20][CH3:21])=[O:19])[C:13]2[C:8](=[CH:9][CH:10]=[C:11]([F:22])[CH:12]=2)[N:7]=1)[CH3:5])=[N+]=[N-].NC(C1C(OC)=C(C(OC)=O)C2C(=CC=C(F)C=2)N=1)C.[NH2:43][C:44]1[C:49]([C:50]#[N:51])=[C:48](Cl)[N:47]=[CH:46][N:45]=1.CCN(C(C)C)C(C)C.